Dataset: Full USPTO retrosynthesis dataset with 1.9M reactions from patents (1976-2016). Task: Predict the reactants needed to synthesize the given product. Given the product [CH2:1]([N:8]1[CH2:12][CH2:11][CH:10]([NH:13][CH2:16][CH2:15][C:14]#[N:17])[CH2:9]1)[C:2]1[CH:3]=[CH:4][CH:5]=[CH:6][CH:7]=1, predict the reactants needed to synthesize it. The reactants are: [CH2:1]([N:8]1[CH2:12][CH2:11][CH:10]([NH2:13])[CH2:9]1)[C:2]1[CH:7]=[CH:6][CH:5]=[CH:4][CH:3]=1.[C:14](#[N:17])[CH:15]=[CH2:16].